This data is from Reaction yield outcomes from USPTO patents with 853,638 reactions. The task is: Predict the reaction yield, written as a fraction of the theoretical maximum amount of product (1.0 means a 100% yield; for example, 0.34 means a 34% yield). The catalyst is O. The yield is 0.0970. The product is [NH:19]1[C:17]([C:14]2[CH:15]=[C:16]3[C:11](=[CH:12][CH:13]=2)[NH:10][N:9]=[C:8]3[C:5]2[CH:6]=[CH:7][C:2]([OH:1])=[CH:3][CH:4]=2)=[N:23][CH:25]=[N:32]1. The reactants are [OH:1][C:2]1[CH:7]=[CH:6][C:5]([C:8]2[C:16]3[C:11](=[CH:12][CH:13]=[C:14]([C:17]([NH2:19])=O)[CH:15]=3)[NH:10][N:9]=2)=[CH:4][CH:3]=1.COC(OC)[N:23]([CH3:25])C.C(O)(=O)C.[NH2:32]N.